From a dataset of Reaction yield outcomes from USPTO patents with 853,638 reactions. Predict the reaction yield, written as a fraction of the theoretical maximum amount of product (1.0 means a 100% yield; for example, 0.34 means a 34% yield). (1) The reactants are Cl[C:2]1[C:7]2[C:8]([I:11])=[N:9][NH:10][C:6]=2[CH:5]=[CH:4][N:3]=1.[CH2:12]([NH2:14])[CH3:13]. No catalyst specified. The product is [CH2:12]([NH:14][C:2]1[C:7]2[C:8]([I:11])=[N:9][NH:10][C:6]=2[CH:5]=[CH:4][N:3]=1)[CH3:13]. The yield is 0.820. (2) The reactants are Cl.[Si]([O:9][CH2:10][C:11]1[N:12]=[CH:13][C:14]2[C:19]([CH:20]=1)=[CH:18][N:17]=[C:16]([Cl:21])[CH:15]=2)(C(C)(C)C)(C)C. The catalyst is O.CO.C(Cl)Cl.CCCCCCC. The product is [Cl:21][C:16]1[CH:15]=[C:14]2[C:19]([CH:20]=[C:11]([CH2:10][OH:9])[N:12]=[CH:13]2)=[CH:18][N:17]=1. The yield is 0.900. (3) The reactants are Br[C:2]1[CH:11]=[C:10]2[C:5]([CH:6]=[CH:7][N:8]=[CH:9]2)=[CH:4][CH:3]=1.C1COCC1.[Li]CCCC.[Sn:22](Cl)([CH2:31][CH2:32][CH2:33][CH3:34])([CH2:27][CH2:28][CH2:29][CH3:30])[CH2:23][CH2:24][CH2:25][CH3:26]. The catalyst is CCOCC. The product is [CH2:31]([Sn:22]([CH2:23][CH2:24][CH2:25][CH3:26])([CH2:27][CH2:28][CH2:29][CH3:30])[C:2]1[CH:11]=[C:10]2[C:5]([CH:6]=[CH:7][N:8]=[CH:9]2)=[CH:4][CH:3]=1)[CH2:32][CH2:33][CH3:34]. The yield is 0.850.